From a dataset of Full USPTO retrosynthesis dataset with 1.9M reactions from patents (1976-2016). Predict the reactants needed to synthesize the given product. (1) Given the product [CH:1]1([C:5]2[C:13]([C:14]3[NH:18][C:17]([O:19][CH2:20][CH3:21])=[N:16][N:15]=3)=[CH:12][C:8]([C:9]([OH:24])=[O:10])=[C:7]([CH3:22])[CH:6]=2)[CH2:4][CH2:3][CH2:2]1, predict the reactants needed to synthesize it. The reactants are: [CH:1]1([C:5]2[C:13]([C:14]3[NH:18][C:17]([O:19][CH2:20][CH3:21])=[N:16][N:15]=3)=[CH:12][C:8]([C:9](N)=[O:10])=[C:7]([CH3:22])[CH:6]=2)[CH2:4][CH2:3][CH2:2]1.N([O-])=[O:24].[Na+]. (2) Given the product [CH3:23][C:24]1[CH:32]=[C:31]([CH3:33])[CH:30]=[CH:29][C:25]=1[C:26]([NH:18][C:15]1[CH:16]=[CH:17][C:12]([N:9]2[CH2:10][CH2:11][CH:7]([N:3]3[CH2:4][CH2:5][CH2:6][CH:2]3[CH3:1])[CH2:8]2)=[CH:13][C:14]=1[C:19]([F:22])([F:20])[F:21])=[O:27], predict the reactants needed to synthesize it. The reactants are: [CH3:1][CH:2]1[CH2:6][CH2:5][CH2:4][N:3]1[CH:7]1[CH2:11][CH2:10][N:9]([C:12]2[CH:17]=[CH:16][C:15]([NH2:18])=[C:14]([C:19]([F:22])([F:21])[F:20])[CH:13]=2)[CH2:8]1.[CH3:23][C:24]1[CH:32]=[C:31]([CH3:33])[CH:30]=[CH:29][C:25]=1[C:26](Cl)=[O:27]. (3) The reactants are: Cl[CH2:2]/[CH:3]=[CH:4]\[CH2:5]Cl.[O:7]=[C:8]1[C:16]2[C:11](=[CH:12][CH:13]=[CH:14][CH:15]=2)[C:10](=[O:17])[N:9]1[CH2:18][C:19]1[CH:26]=[C:25]([OH:27])[C:24]([OH:28])=[CH:23][C:20]=1[C:21]#[N:22].C(=O)([O-])[O-].[K+].[K+]. Given the product [O:17]=[C:10]1[C:11]2[C:16](=[CH:15][CH:14]=[CH:13][CH:12]=2)[C:8](=[O:7])[N:9]1[CH2:18][C:19]1[C:20]([C:21]#[N:22])=[CH:23][C:24]2[O:28][CH2:5][CH:4]=[CH:3][CH2:2][O:27][C:25]=2[CH:26]=1, predict the reactants needed to synthesize it. (4) The reactants are: [CH3:1][O:2][C:3]1[CH:8]=[CH:7][CH:6]=[C:5]([O:9][CH3:10])[C:4]=1[O:11][CH3:12].[CH3:13][O:14][C:15](=[O:22])[CH2:16][CH2:17][CH2:18][C:19]([O-])=[O:20]. Given the product [CH3:13][O:14][C:15](=[O:22])[CH2:16][CH2:17][CH2:18][C:19](=[O:20])[C:6]1[CH:7]=[CH:8][C:3]([O:2][CH3:1])=[C:4]([O:11][CH3:12])[C:5]=1[O:9][CH3:10], predict the reactants needed to synthesize it. (5) The reactants are: [Cl:1][C:2]1[CH:10]=[C:9]2[C:5]([C:6]([CH2:11][CH3:12])=[CH:7][NH:8]2)=[CH:4][CH:3]=1.Br[C:14]1[S:15][CH:16]=[C:17]([C:19]([O:21][CH2:22][CH3:23])=[O:20])[N:18]=1.P([O-])([O-])([O-])=O.[K+].[K+].[K+].CN[C@@H]1CCCC[C@H]1NC.CNC1CCCCC1NC. Given the product [Cl:1][C:2]1[CH:10]=[C:9]2[C:5]([C:6]([CH2:11][CH3:12])=[CH:7][N:8]2[C:14]2[S:15][CH:16]=[C:17]([C:19]([O:21][CH2:22][CH3:23])=[O:20])[N:18]=2)=[CH:4][CH:3]=1, predict the reactants needed to synthesize it. (6) Given the product [Cl:24][C:19]1[CH:20]=[CH:21][CH:22]=[CH:23][C:18]=1[C:8]1[C:9]([C:11]2[CH:16]=[CH:15][C:14]([Cl:17])=[CH:13][CH:12]=2)=[CH:10][C:5]2[N:6]([C:2]([N:30]3[CH2:31][CH2:32][C:28]([NH:27][CH2:25][CH3:26])([C:33]([NH2:35])=[O:34])[CH2:29]3)=[N:3][N:4]=2)[N:7]=1, predict the reactants needed to synthesize it. The reactants are: Cl[C:2]1[N:6]2[N:7]=[C:8]([C:18]3[CH:23]=[CH:22][CH:21]=[CH:20][C:19]=3[Cl:24])[C:9]([C:11]3[CH:16]=[CH:15][C:14]([Cl:17])=[CH:13][CH:12]=3)=[CH:10][C:5]2=[N:4][N:3]=1.[CH2:25]([NH:27][C:28]1([C:33]([NH2:35])=[O:34])[CH2:32][CH2:31][NH:30][CH2:29]1)[CH3:26]. (7) Given the product [I:1][C:2]1[CH:9]=[CH:8][C:5]([C:6]2[NH:12][N:11]=[N:10][N:7]=2)=[CH:4][CH:3]=1, predict the reactants needed to synthesize it. The reactants are: [I:1][C:2]1[CH:9]=[CH:8][C:5]([C:6]#[N:7])=[CH:4][CH:3]=1.[N-:10]=[N+:11]=[N-:12].[Na+].[Cl-].[NH4+].